From a dataset of Catalyst prediction with 721,799 reactions and 888 catalyst types from USPTO. Predict which catalyst facilitates the given reaction. (1) Reactant: [F:1][C:2]1[C:3]([NH:22][C:23]2[CH:28]=[CH:27][C:26]([I:29])=[CH:25][C:24]=2[F:30])=[C:4]([C:9]([N:11]2[CH2:14][C:13]([OH:21])([C:15]([NH:17]CC=C)=[O:16])[CH2:12]2)=[O:10])[CH:5]=[CH:6][C:7]=1[F:8].C[N+]1([O-])CC[O:35]CC1.[CH3:39][C:40]([CH3:42])=[O:41].O. Product: [F:1][C:2]1[C:3]([NH:22][C:23]2[CH:28]=[CH:27][C:26]([I:29])=[CH:25][C:24]=2[F:30])=[C:4]([C:9]([N:11]2[CH2:14][C:13]([OH:21])([C:15]([NH:17][CH2:39][CH:40]([OH:41])[CH2:42][OH:35])=[O:16])[CH2:12]2)=[O:10])[CH:5]=[CH:6][C:7]=1[F:8]. The catalyst class is: 771. (2) Reactant: [CH2:1]([O:8][C:9]([N:11]1[CH2:16][CH:15]([NH2:17])[CH2:14][CH2:13][CH:12]1[CH3:18])=[O:10])[C:2]1[CH:7]=[CH:6][CH:5]=[CH:4][CH:3]=1.Cl[C:20]1[C:21]([O:28][CH3:29])=[C:22]([CH:25]=[CH:26][N:27]=1)[C:23]#[N:24].CC([O-])(C)C.[Na+]. Product: [C:23]([C:22]1[CH:25]=[CH:26][N:27]=[C:20]([NH:17][C@H:15]2[CH2:16][N:11]([C:9]([O:8][CH2:1][C:2]3[CH:7]=[CH:6][CH:5]=[CH:4][CH:3]=3)=[O:10])[C@H:12]([CH3:18])[CH2:13][CH2:14]2)[C:21]=1[O:28][CH3:29])#[N:24]. The catalyst class is: 450. (3) Reactant: Br[C:2]1[CH:7]=[CH:6][CH:5]=[C:4]([Br:8])[N:3]=1.C(=O)([O-])[O-].[K+].[K+].Cl.[NH:16]1[CH2:19][CH2:18][CH2:17]1. Product: [N:16]1([C:2]2[CH:7]=[CH:6][CH:5]=[C:4]([Br:8])[N:3]=2)[CH2:19][CH2:18][CH2:17]1. The catalyst class is: 16. (4) Reactant: [N:1]([CH:4]([C:6]1[C:15]([C:16]2[CH:21]=[CH:20][CH:19]=[CH:18][C:17]=2[F:22])=[C:14]2[C:9]([CH:10]=[CH:11][CH:12]=[N:13]2)=[C:8]([Cl:23])[CH:7]=1)[CH3:5])=[N+]=[N-].CP(C)C.C(OCC)(=O)C. Product: [Cl:23][C:8]1[CH:7]=[C:6]([CH:4]([NH2:1])[CH3:5])[C:15]([C:16]2[CH:21]=[CH:20][CH:19]=[CH:18][C:17]=2[F:22])=[C:14]2[C:9]=1[CH:10]=[CH:11][CH:12]=[N:13]2. The catalyst class is: 30. (5) Reactant: Br[CH2:2][C:3]([NH:5][C:6]1[CH:11]=[CH:10][CH:9]=[C:8]([CH:12]([CH3:14])[CH3:13])[C:7]=1[OH:15])=[O:4].C(=O)([O-])[O-].[K+].[K+].O.Cl. Product: [CH:12]([C:8]1[C:7]2[O:15][CH2:2][C:3](=[O:4])[NH:5][C:6]=2[CH:11]=[CH:10][CH:9]=1)([CH3:14])[CH3:13]. The catalyst class is: 9. (6) Reactant: [CH2:1]([O:8][C:9]1[C:17]([CH2:18][CH:19]([OH:22])[CH2:20][OH:21])=[CH:16][CH:15]=[C:14]2[C:10]=1[CH2:11][CH2:12][CH2:13]2)[C:2]1[CH:7]=[CH:6][CH:5]=[CH:4][CH:3]=1.[Si:23](Cl)([C:26]([CH3:29])([CH3:28])[CH3:27])([CH3:25])[CH3:24].N1C=CN=C1. Product: [CH2:1]([O:8][C:9]1[C:17]([CH2:18][CH:19]([OH:22])[CH2:20][O:21][Si:23]([C:26]([CH3:29])([CH3:28])[CH3:27])([CH3:25])[CH3:24])=[CH:16][CH:15]=[C:14]2[C:10]=1[CH2:11][CH2:12][CH2:13]2)[C:2]1[CH:3]=[CH:4][CH:5]=[CH:6][CH:7]=1. The catalyst class is: 9. (7) Reactant: [Br:1][C:2]1[C:3]([O:11][CH3:12])=[C:4]([CH3:10])[C:5]([CH3:9])=[N+:6]([O-])[CH:7]=1.FC(F)(F)C(OC(=O)C(F)(F)F)=[O:16]. Product: [Br:1][C:2]1[C:3]([O:11][CH3:12])=[C:4]([CH3:10])[C:5]([CH2:9][OH:16])=[N:6][CH:7]=1. The catalyst class is: 4.